This data is from Reaction yield outcomes from USPTO patents with 853,638 reactions. The task is: Predict the reaction yield, written as a fraction of the theoretical maximum amount of product (1.0 means a 100% yield; for example, 0.34 means a 34% yield). (1) The reactants are Cl[CH2:2][C:3]([N:5]1[C:13]2[C:8](=[CH:9][C:10]([N+:14]([O-:16])=[O:15])=[CH:11][CH:12]=2)[CH2:7][CH2:6]1)=[O:4].Cl.[CH3:18][NH:19][CH3:20].C(=O)([O-])[O-].[K+].[K+]. The catalyst is C1(C)C=CC=CC=1. The product is [CH3:18][N:19]([CH3:20])[CH2:2][C:3]([N:5]1[C:13]2[C:8](=[CH:9][C:10]([N+:14]([O-:16])=[O:15])=[CH:11][CH:12]=2)[CH2:7][CH2:6]1)=[O:4]. The yield is 0.500. (2) The reactants are Br[C:2]1[N:3]([S:7]([N:10]([CH3:12])[CH3:11])(=[O:9])=[O:8])[CH:4]=[CH:5][N:6]=1.[NH:13]1[CH2:18][CH2:17][O:16][CH2:15][CH2:14]1. No catalyst specified. The product is [CH3:11][N:10]([CH3:12])[S:7]([N:3]1[CH:4]=[CH:5][N:6]=[C:2]1[N:13]1[CH2:18][CH2:17][O:16][CH2:15][CH2:14]1)(=[O:9])=[O:8]. The yield is 0.100.